From a dataset of NCI-60 drug combinations with 297,098 pairs across 59 cell lines. Regression. Given two drug SMILES strings and cell line genomic features, predict the synergy score measuring deviation from expected non-interaction effect. (1) Drug 1: C1CN1P(=S)(N2CC2)N3CC3. Drug 2: CC1=C(N=C(N=C1N)C(CC(=O)N)NCC(C(=O)N)N)C(=O)NC(C(C2=CN=CN2)OC3C(C(C(C(O3)CO)O)O)OC4C(C(C(C(O4)CO)O)OC(=O)N)O)C(=O)NC(C)C(C(C)C(=O)NC(C(C)O)C(=O)NCCC5=NC(=CS5)C6=NC(=CS6)C(=O)NCCC[S+](C)C)O. Cell line: OVCAR-5. Synergy scores: CSS=27.5, Synergy_ZIP=-10.4, Synergy_Bliss=-2.90, Synergy_Loewe=1.13, Synergy_HSA=1.87. (2) Drug 1: C1CNP(=O)(OC1)N(CCCl)CCCl. Drug 2: CC1C(C(CC(O1)OC2CC(CC3=C2C(=C4C(=C3O)C(=O)C5=C(C4=O)C(=CC=C5)OC)O)(C(=O)CO)O)N)O.Cl. Cell line: HT29. Synergy scores: CSS=37.4, Synergy_ZIP=0.770, Synergy_Bliss=-0.0598, Synergy_Loewe=-44.9, Synergy_HSA=0.256.